Dataset: Full USPTO retrosynthesis dataset with 1.9M reactions from patents (1976-2016). Task: Predict the reactants needed to synthesize the given product. (1) Given the product [Br:13][C:14]1[CH:19]=[C:18]([F:20])[CH:17]=[CH:16][C:15]=1[N-:21][S:22]([C@@H:25]1[CH2:38][CH2:37][C:28]2([O:29][C@H:30]([CH2:35][OH:36])[C@@H:31]([CH2:33][OH:34])[O:32]2)[CH:27]=[C:26]1[C:39]([O:41][CH2:42][CH3:43])=[O:40])(=[O:24])=[O:23].[K+:12], predict the reactants needed to synthesize it. The reactants are: O.C(C(CCCC)C([O-])=O)C.[K+:12].[Br:13][C:14]1[CH:19]=[C:18]([F:20])[CH:17]=[CH:16][C:15]=1[NH:21][S:22]([C@@H:25]1[CH2:38][CH2:37][C:28]2([O:32][C@H:31]([CH2:33][OH:34])[C@@H:30]([CH2:35][OH:36])[O:29]2)[CH:27]=[C:26]1[C:39]([O:41][CH2:42][CH3:43])=[O:40])(=[O:24])=[O:23]. (2) Given the product [ClH:37].[ClH:37].[ClH:37].[NH2:20][C@@H:16]1[C:15]2[CH:28]=[C:11]([CH:12]=[CH:13][N:14]=2)[C:10]2[N:9]([CH3:29])[N:8]=[CH:7][C:6]=2[NH:5][C:4](=[O:30])[C@H:3]([CH2:1][CH3:2])[CH2:19][CH2:18][CH2:17]1, predict the reactants needed to synthesize it. The reactants are: [CH2:1]([C@@H:3]1[CH2:19][CH2:18][CH2:17][C@H:16]([NH:20]C(=O)OC(C)(C)C)[C:15]2[CH:28]=[C:11]([CH:12]=[CH:13][N:14]=2)[C:10]2[N:9]([CH3:29])[N:8]=[CH:7][C:6]=2[NH:5][C:4]1=[O:30])[CH3:2].O1CCOCC1.[ClH:37]. (3) Given the product [Cl:1][C:2]1[C:3]2[N:4]([C:10]([CH:12]3[CH2:13][CH2:14][N:15]([C:41]([O:40][CH2:39][C:38]4[CH:16]=[CH:17][CH:12]=[CH:13][CH:14]=4)=[O:42])[CH2:16][CH2:17]3)=[N:9][CH:8]=2)[CH:5]=[CH:6][N:7]=1, predict the reactants needed to synthesize it. The reactants are: [Cl:1][C:2]1[C:3]([CH2:8][NH:9][C:10]([C:12]2(C(OCC3C=CC=CC=3)=O)[CH2:17][CH2:16][NH:15][CH2:14][CH2:13]2)=O)=[N:4][CH:5]=[CH:6][N:7]=1.O=P(Cl)(Cl)Cl.C([O-])(O)=O.[Na+].[CH3:38][CH2:39][O:40][C:41](C)=[O:42]. (4) Given the product [C:13]([C:14]1[O:10][C:5]2[CH:4]=[CH:3][C:2]([Br:1])=[CH:9][C:6]=2[CH:7]=1)(=[O:15])[CH3:12], predict the reactants needed to synthesize it. The reactants are: [Br:1][C:2]1[CH:9]=[C:6]([CH:7]=O)[C:5]([OH:10])=[CH:4][CH:3]=1.Br[CH2:12][C:13](=[O:15])[CH3:14].C(=O)([O-])[O-].[K+].[K+].